From a dataset of CYP2D6 inhibition data for predicting drug metabolism from PubChem BioAssay. Regression/Classification. Given a drug SMILES string, predict its absorption, distribution, metabolism, or excretion properties. Task type varies by dataset: regression for continuous measurements (e.g., permeability, clearance, half-life) or binary classification for categorical outcomes (e.g., BBB penetration, CYP inhibition). Dataset: cyp2d6_veith. (1) The drug is Nc1nnnn1CCO. The result is 0 (non-inhibitor). (2) The molecule is N#CCO/N=C(\c1ccccc1)c1ccncc1. The result is 1 (inhibitor). (3) The molecule is CN(C)CCCN=C(N)N.O=S(=O)(O)O. The result is 0 (non-inhibitor). (4) The drug is Cc1ccc(S(=O)(=O)NC(=O)CSc2nc3ccccc3s2)cc1. The result is 0 (non-inhibitor).